Predict which catalyst facilitates the given reaction. From a dataset of Catalyst prediction with 721,799 reactions and 888 catalyst types from USPTO. (1) Reactant: C(OC(C1C=C([O:14][C:15]2[CH:20]=[CH:19][C:18]([NH:21][CH3:22])=[C:17]([NH2:23])[CH:16]=2)C=CN=1)=O)(C)(C)C.N[C:25]([NH2:27])=S.Cl.C(N=C=N[CH2:34][CH2:35][CH2:36][N:37]([CH3:39])[CH3:38])C.[N:40]1[CH:45]=[CH:44][CH:43]=[CH:42][C:41]=1[C:46]([O-:48])=[O:47].F[C:50](F)(F)[C:51](O)=O.[CH3:56]O. Product: [CH3:39][N:37]([CH3:38])[C:36]1[CH:35]=[CH:34][C:51]([NH:27][C:25]2[N:21]([CH3:22])[C:18]3[CH:19]=[CH:20][C:15]([O:14][C:41]4([C:46]([OH:48])=[O:47])[CH:42]=[CH:43][CH:44]=[CH:45][NH:40]4)=[CH:16][C:17]=3[N:23]=2)=[CH:50][CH:56]=1. The catalyst class is: 539. (2) Reactant: [NH2:1][C:2]1[C:11]2[N:12]=[C:13]([CH2:26][CH2:27][CH2:28][CH3:29])[N:14]([CH2:15][CH2:16][CH2:17][NH:18]C(=O)OC(C)(C)C)[C:10]=2[C:9]2[CH:8]=[CH:7][CH:6]=[CH:5][C:4]=2[N:3]=1.C(O)(C(F)(F)F)=O. The catalyst class is: 2. Product: [NH2:18][CH2:17][CH2:16][CH2:15][N:14]1[C:10]2[C:9]3[CH:8]=[CH:7][CH:6]=[CH:5][C:4]=3[N:3]=[C:2]([NH2:1])[C:11]=2[N:12]=[C:13]1[CH2:26][CH2:27][CH2:28][CH3:29]. (3) Reactant: [F:1][C:2]([F:23])([F:22])[C:3]1[CH:17]=[C:16]([C:18]([F:21])([F:20])[F:19])[CH:15]=[CH:14][C:4]=1[CH2:5][N:6]1[CH2:11][CH2:10][CH:9]([CH:12]=O)[CH2:8][CH2:7]1.[CH2:24]([N:26]([CH2:38][CH3:39])[CH2:27][C:28]#[C:29][CH2:30][NH:31][C:32]1[CH2:36][S:35][C:34](=[O:37])[N:33]=1)[CH3:25].C([O-])(=O)C.[NH2+]1CCCCC1. Product: [F:23][C:2]([F:1])([F:22])[C:3]1[CH:17]=[C:16]([C:18]([F:21])([F:20])[F:19])[CH:15]=[CH:14][C:4]=1[CH2:5][N:6]1[CH2:11][CH2:10][CH:9](/[CH:12]=[C:36]2/[C:32]([NH:31][CH2:30][C:29]#[C:28][CH2:27][N:26]([CH2:24][CH3:25])[CH2:38][CH3:39])=[N:33][C:34](=[O:37])[S:35]/2)[CH2:8][CH2:7]1. The catalyst class is: 41. (4) Product: [F:42][C:2]([F:41])([F:1])[C:3]1[CH:4]=[C:5]([CH:34]=[C:35]([C:37]([F:38])([F:40])[F:39])[CH:36]=1)[C:6]([N:8]1[CH2:13][CH2:12][N:11]([CH2:14][C:15]2[CH:20]=[CH:19][C:18]([C:21]([N:46]([CH2:47][CH3:48])[CH2:44][CH3:45])=[O:22])=[CH:17][CH:16]=2)[CH2:10][C@H:9]1[CH2:24][C:25]1[C:33]2[C:28](=[CH:29][CH:30]=[CH:31][CH:32]=2)[NH:27][CH:26]=1)=[O:7]. Reactant: [F:1][C:2]([F:42])([F:41])[C:3]1[CH:4]=[C:5]([CH:34]=[C:35]([C:37]([F:40])([F:39])[F:38])[CH:36]=1)[C:6]([N:8]1[CH2:13][CH2:12][N:11]([CH2:14][C:15]2[CH:20]=[CH:19][C:18]([C:21](O)=[O:22])=[CH:17][CH:16]=2)[CH2:10][C@H:9]1[CH2:24][C:25]1[C:33]2[C:28](=[CH:29][CH:30]=[CH:31][CH:32]=2)[NH:27][CH:26]=1)=[O:7].Cl.[CH2:44]([NH:46][CH2:47][CH3:48])[CH3:45].CN(C)CCCN=C=NCC.ON1C2C=CC=CC=2N=N1.C(=O)(O)[O-].[Na+]. The catalyst class is: 4. (5) Reactant: [Cl:1][C:2]1[CH:7]=[CH:6][CH:5]=[C:4]([Cl:8])[C:3]=1[C:9]1[C:13]([CH2:14][O:15][C:16]2[N:21]=[C:20]([C:22]([F:25])([F:24])[F:23])[C:19]([NH2:26])=[CH:18][CH:17]=2)=[C:12]([CH:27]([CH3:29])[CH3:28])[O:11][N:10]=1.[CH3:30][O:31][C:32](=[O:43])[C:33]1[CH:38]=[CH:37][C:36]([S:39](Cl)(=[O:41])=[O:40])=[CH:35][CH:34]=1.N1C=CC=CC=1.CN1CCOCC1. Product: [CH3:30][O:31][C:32](=[O:43])[C:33]1[CH:34]=[CH:35][C:36]([S:39](=[O:40])(=[O:41])[NH:26][C:19]2[C:20]([C:22]([F:25])([F:23])[F:24])=[N:21][C:16]([O:15][CH2:14][C:13]3[C:9]([C:3]4[C:2]([Cl:1])=[CH:7][CH:6]=[CH:5][C:4]=4[Cl:8])=[N:10][O:11][C:12]=3[CH:27]([CH3:29])[CH3:28])=[CH:17][CH:18]=2)=[CH:37][CH:38]=1. The catalyst class is: 10.